This data is from Reaction yield outcomes from USPTO patents with 853,638 reactions. The task is: Predict the reaction yield, written as a fraction of the theoretical maximum amount of product (1.0 means a 100% yield; for example, 0.34 means a 34% yield). (1) The reactants are [CH3:1][C:2]1([CH3:15])[C:5](=[O:6])[CH2:4][CH:3]1[NH:7][C:8](=[O:14])[O:9][C:10]([CH3:13])([CH3:12])[CH3:11].[BH4-].[Na+]. The catalyst is CO. The product is [OH:6][CH:5]1[CH2:4][CH:3]([NH:7][C:8](=[O:14])[O:9][C:10]([CH3:12])([CH3:11])[CH3:13])[C:2]1([CH3:15])[CH3:1]. The yield is 0.850. (2) The reactants are [Br:1][C:2]1[CH:7]=[CH:6][C:5]([CH2:8][C:9]([C:11]2[CH:12]=[CH:13][C:14]3[O:18][C:17](=[O:19])[N:16]([CH3:20])[C:15]=3[CH:21]=2)=[O:10])=[C:4]([Cl:22])[CH:3]=1.[H-].[Na+].[CH3:25]I. The catalyst is CN(C=O)C. The product is [Br:1][C:2]1[CH:7]=[CH:6][C:5]([CH:8]([CH3:25])[C:9]([C:11]2[CH:12]=[CH:13][C:14]3[O:18][C:17](=[O:19])[N:16]([CH3:20])[C:15]=3[CH:21]=2)=[O:10])=[C:4]([Cl:22])[CH:3]=1. The yield is 0.760. (3) The reactants are Cl.[CH3:2][C:3]1([CH3:16])[CH2:8][O:7][C:6]2([CH2:13][CH2:12][CH:11]([NH:14][CH3:15])[CH2:10][CH2:9]2)[O:5][CH2:4]1.CCN(CC)CC.[C:32](O[C:32]([O:34][C:35]([CH3:38])([CH3:37])[CH3:36])=[O:33])([O:34][C:35]([CH3:38])([CH3:37])[CH3:36])=[O:33]. The catalyst is CN(C1C=CN=CC=1)C.C1COCC1.C([O-])(O)=O.[Na+]. The product is [C:35]([O:34][C:32](=[O:33])[N:14]([CH:11]1[CH2:10][CH2:9][C:6]2([O:5][CH2:4][C:3]([CH3:16])([CH3:2])[CH2:8][O:7]2)[CH2:13][CH2:12]1)[CH3:15])([CH3:36])([CH3:37])[CH3:38]. The yield is 0.990. (4) The reactants are [F:1][C:2]1[CH:9]=[C:8]([C:10]([F:13])([F:12])[F:11])[CH:7]=[CH:6][C:3]=1C=O.[CH:14](OC)([O:17][CH3:18])[O:15][CH3:16].C1(C)C=CC(S(O)(=O)=O)=CC=1.C([O-])([O-])=O.[Na+].[Na+]. No catalyst specified. The product is [CH3:16][O:15][CH:14]([O:17][CH3:18])[C:3]1[CH:6]=[CH:7][C:8]([C:10]([F:13])([F:12])[F:11])=[CH:9][C:2]=1[F:1]. The yield is 0.980. (5) The product is [Cl:1][C:2]1[C:8]([C:9]([F:10])([F:11])[F:12])=[CH:7][C:6]([I:15])=[C:4]([NH2:5])[CH:3]=1. The catalyst is C(Cl)Cl. The reactants are [Cl:1][C:2]1[CH:3]=[C:4]([CH:6]=[CH:7][C:8]=1[C:9]([F:12])([F:11])[F:10])[NH2:5].CO.[I:15]Cl. The yield is 0.930. (6) The reactants are Br[C:2]1[CH:7]=[CH:6][C:5]([C:8]2([C:11]3[N:15]4[CH2:16][CH2:17][S:18][C:19]([CH2:22][O:23][Si:24]([C:27]([CH3:30])([CH3:29])[CH3:28])([CH3:26])[CH3:25])([CH3:21])[CH2:20][C:14]4=[N:13][N:12]=3)[CH2:10][CH2:9]2)=[C:4]([F:31])[CH:3]=1.[N:32]1[CH:37]=[CH:36][CH:35]=[C:34](B(O)O)[CH:33]=1.C(=O)([O-])[O-].[K+].[K+].C(=O)([O-])O.[Na+]. The catalyst is C(COC)OC.O.C1C=CC([P]([Pd]([P](C2C=CC=CC=2)(C2C=CC=CC=2)C2C=CC=CC=2)([P](C2C=CC=CC=2)(C2C=CC=CC=2)C2C=CC=CC=2)[P](C2C=CC=CC=2)(C2C=CC=CC=2)C2C=CC=CC=2)(C2C=CC=CC=2)C2C=CC=CC=2)=CC=1. The product is [Si:24]([O:23][CH2:22][C:19]1([CH3:21])[S:18][CH2:17][CH2:16][N:15]2[C:11]([C:8]3([C:5]4[CH:6]=[CH:7][C:2]([C:34]5[CH:33]=[N:32][CH:37]=[CH:36][CH:35]=5)=[CH:3][C:4]=4[F:31])[CH2:10][CH2:9]3)=[N:12][N:13]=[C:14]2[CH2:20]1)([C:27]([CH3:30])([CH3:29])[CH3:28])([CH3:26])[CH3:25]. The yield is 0.820.